From a dataset of Retrosynthesis with 50K atom-mapped reactions and 10 reaction types from USPTO. Predict the reactants needed to synthesize the given product. (1) Given the product CC(C)OC(=O)NC[C@H]1CC[C@H](n2c([C@@H](C)O)nc3cnc4ccsc4c32)CC1, predict the reactants needed to synthesize it. The reactants are: CC(C)OC(=O)Cl.C[C@@H](O)c1nc2cnc3ccsc3c2n1[C@H]1CC[C@H](CN)CC1. (2) Given the product CC(C)(C(N)=O)C(O)(Cn1cncn1)c1ccc(Cl)cc1Cl, predict the reactants needed to synthesize it. The reactants are: CCOC(=O)C(C)(C)C(O)(Cn1cncn1)c1ccc(Cl)cc1Cl.N. (3) Given the product CC(C)(C)OC(=O)N1C[C@@H](O)C(I)=C[C@H]1CO[Si](C)(C)C(C)(C)C, predict the reactants needed to synthesize it. The reactants are: CC(C)(C)OC(=O)N1CC(=O)C(I)=C[C@H]1CO[Si](C)(C)C(C)(C)C.CC1=C[C@@H](CO[Si](C)(C)C(C)(C)C)N(C(=O)OC(C)(C)C)C[C@H]1O. (4) Given the product O=C(O)C(F)(F)F, predict the reactants needed to synthesize it. The reactants are: CC(C)(C)OC(=O)NC1CCC(Nc2ccc(C(N)=O)cc2)CC1. (5) The reactants are: CC(C)CC(=O)c1c(-c2ccc3c(Br)c(OCC#N)ccc3c2)oc2ccccc12.[N-]=[N+]=[N-]. Given the product CC(C)CC(=O)c1c(-c2ccc3c(Br)c(OCc4nnn[nH]4)ccc3c2)oc2ccccc12, predict the reactants needed to synthesize it.